Dataset: Forward reaction prediction with 1.9M reactions from USPTO patents (1976-2016). Task: Predict the product of the given reaction. (1) Given the reactants [C:1]([O:5][C:6]([NH:8][C@H:9]([C:21]1[CH:26]=[CH:25][CH:24]=[CH:23][CH:22]=1)[C@H:10]([OH:20])[CH2:11][O:12][Si:13]([C:16]([CH3:19])([CH3:18])[CH3:17])([CH3:15])[CH3:14])=[O:7])([CH3:4])([CH3:3])[CH3:2].[CH3:27][S:28](Cl)(=[O:30])=[O:29].O, predict the reaction product. The product is: [C:1]([O:5][C:6]([NH:8][C@H:9]([C:21]1[CH:22]=[CH:23][CH:24]=[CH:25][CH:26]=1)[C@H:10]([O:20][S:28]([CH3:27])(=[O:30])=[O:29])[CH2:11][O:12][Si:13]([C:16]([CH3:19])([CH3:17])[CH3:18])([CH3:14])[CH3:15])=[O:7])([CH3:2])([CH3:3])[CH3:4]. (2) Given the reactants CON(C)C(=O)CCC[CH2:8][CH2:9][N:10]1[C:22]2[C:21]3[CH:20]=[CH:19][CH:18]=[CH:17][C:16]=3[N:15]=[CH:14][C:13]=2[N:12]=[C:11]1[CH2:23][CH2:24][CH3:25].[CH3:28][Mg]Br.[CH2:31]1[CH2:35][O:34][CH2:33][CH2:32]1, predict the reaction product. The product is: [CH2:23]([C:11]1[N:10]([CH2:9][CH2:8][CH2:33][CH2:32][CH2:31][C:35](=[O:34])[CH3:28])[C:22]2[C:21]3[CH:20]=[CH:19][CH:18]=[CH:17][C:16]=3[N:15]=[CH:14][C:13]=2[N:12]=1)[CH2:24][CH3:25]. (3) Given the reactants [CH3:1][O:2][C:3]1[CH:8]=[CH:7][C:6]([N+:9]([O-:11])=[O:10])=[CH:5][C:4]=1[C:12]([F:15])([F:14])[F:13].Cl[CH:17](OC1C=CC=CC=1)[C:18]#[N:19].CC([O-])(C)C.[K+].Cl, predict the reaction product. The product is: [CH3:1][O:2][C:3]1[C:4]([C:12]([F:13])([F:14])[F:15])=[CH:5][C:6]([N+:9]([O-:11])=[O:10])=[C:7]([CH2:17][C:18]#[N:19])[CH:8]=1.